This data is from Drug-target binding data from BindingDB using Ki measurements. The task is: Regression. Given a target protein amino acid sequence and a drug SMILES string, predict the binding affinity score between them. We predict pKi (pKi = -log10(Ki in M); higher means stronger inhibition). Dataset: bindingdb_ki. The drug is O[C@@H]1CCCC[C@H]1N1CCC(c2ccccc2)CC1. The target protein (Q16572) has sequence MESAEPAGQARAAATKLSEAVGAALQEPRRQRRLVLVIVCVALLLDNMLYMVIVPIVPDYIAHMRGGGEGPTRTPEVWEPTLPLPTPANASAYTANTSASPTAAWPAGSALRPRYPTESEDVKIGVLFASKAILQLLVNPLSGPFIDRMSYDVPLLIGLGVMFASTVLFAFAEDYATLFAARSLQGLGSAFADTSGIAMIADKYPEEPERSRALGVALAFISFGSLVAPPFGGILYEFAGKRVPFLVLAAVSLFDALLLLAVAKPFSAAARARANLPVGTPIHRLMLDPYIAVVAGALTTCNIPLAFLEPTIATWMKHTMAASEWEMGMAWLPAFVPHVLGVYLTVRLAARYPHLQWLYGALGLAVIGASSCIVPACRSFAPLVVSLCGLCFGIALVDTALLPTLAFLVDVRHVSVYGSVYAIADISYSVAYALGPIVAGHIVHSLGFEQLSLGMGLANLLYAPVLLLLRNVGLLTRSRSERDVLLDEPPQGLYDAVRLR.... The pKi is 7.8.